Dataset: Full USPTO retrosynthesis dataset with 1.9M reactions from patents (1976-2016). Task: Predict the reactants needed to synthesize the given product. The reactants are: [Si:1]([O:8][CH2:9][C:10]1[S:14][C:13]([C:15]#[N:16])=[CH:12][CH:11]=1)([C:4]([CH3:7])([CH3:6])[CH3:5])([CH3:3])[CH3:2].[NH2:17][OH:18]. Given the product [Si:1]([O:8][CH2:9][C:10]1[S:14][C:13]([C:15](=[N:17][OH:18])[NH2:16])=[CH:12][CH:11]=1)([C:4]([CH3:7])([CH3:6])[CH3:5])([CH3:3])[CH3:2], predict the reactants needed to synthesize it.